Dataset: Catalyst prediction with 721,799 reactions and 888 catalyst types from USPTO. Task: Predict which catalyst facilitates the given reaction. Reactant: [O:1]1[CH2:6][CH2:5][C:4](=O)[CH2:3][CH2:2]1.O.[C:9]([OH:13])(=O)[CH:10]=O.O.[NH2:15][NH2:16]. Product: [N:15]1[NH:16][C:9](=[O:13])[CH:10]=[C:5]2[CH2:6][O:1][CH2:2][CH2:3][C:4]=12. The catalyst class is: 8.